Dataset: Catalyst prediction with 721,799 reactions and 888 catalyst types from USPTO. Task: Predict which catalyst facilitates the given reaction. (1) Reactant: [F:1][C:2]([F:6])([F:5])[CH2:3][NH2:4].[C:7]([N:15]=[C:16]=[S:17])(=[O:14])[C:8]1[CH:13]=[CH:12][CH:11]=[CH:10][CH:9]=1. Product: [C:7]([NH:15][C:16]([NH:4][CH2:3][C:2]([F:6])([F:5])[F:1])=[S:17])(=[O:14])[C:8]1[CH:13]=[CH:12][CH:11]=[CH:10][CH:9]=1. The catalyst class is: 22. (2) The catalyst class is: 230. Product: [C:10]([C:6]1[CH:5]=[C:4]2[C:9](=[CH:8][CH:7]=1)[N:1]([C:17]([O:16][C:13]([CH3:15])([CH3:14])[CH3:12])=[O:18])[CH:2]=[CH:3]2)#[N:11]. Reactant: [NH:1]1[C:9]2[C:4](=[CH:5][C:6]([C:10]#[N:11])=[CH:7][CH:8]=2)[CH:3]=[CH:2]1.[CH3:12][C:13]([O:16][C:17](O[C:17]([O:16][C:13]([CH3:15])([CH3:14])[CH3:12])=[O:18])=[O:18])([CH3:15])[CH3:14]. (3) Reactant: [C:1]([O:5][C:6]([N:8]1[CH2:13][CH2:12][NH:11][CH2:10][CH2:9]1)=[O:7])([CH3:4])([CH3:3])[CH3:2].[CH2:14]=[C:15]1[O:19][C:17](=[O:18])[CH2:16]1. Product: [C:17]([N:11]1[CH2:12][CH2:13][N:8]([C:6]([O:5][C:1]([CH3:4])([CH3:2])[CH3:3])=[O:7])[CH2:9][CH2:10]1)(=[O:18])[CH2:16][C:15]([CH3:14])=[O:19]. The catalyst class is: 3. (4) Reactant: [CH3:1][O:2][C:3]([C:5]1[S:6][C:7]([C:11]2[CH:16]=[CH:15][CH:14]=[CH:13][CH:12]=2)=[CH:8][C:9]=1[NH2:10])=[O:4].[CH:17](I)([CH3:19])[CH3:18].[H-].[Na+]. Product: [CH3:1][O:2][C:3]([C:5]1[S:6][C:7]([C:11]2[CH:16]=[CH:15][CH:14]=[CH:13][CH:12]=2)=[CH:8][C:9]=1[NH:10][CH:17]([CH3:19])[CH3:18])=[O:4]. The catalyst class is: 3. (5) Reactant: FC(F)(F)C(O)=O.[CH2:8]([C:10]1[CH:15]=[CH:14][CH:13]=[CH:12][C:11]=1[O:16][C:17]1[N:22]=[CH:21][C:20]([NH:23][C:24](=[O:36])[C:25]([NH:28]C(=O)OC(C)(C)C)([CH3:27])[CH3:26])=[CH:19][CH:18]=1)[CH3:9]. Product: [CH2:8]([C:10]1[CH:15]=[CH:14][CH:13]=[CH:12][C:11]=1[O:16][C:17]1[N:22]=[CH:21][C:20]([NH:23][C:24](=[O:36])[C:25]([CH3:27])([CH3:26])[NH2:28])=[CH:19][CH:18]=1)[CH3:9]. The catalyst class is: 4. (6) The catalyst class is: 4. Product: [CH3:1][C:2]1([CH3:24])[C:11]2[N:10]=[CH:9][CH:8]=[N:7][C:6]=2[C:5]([O:12][C:31](=[O:35])[CH:32]([CH3:34])[CH3:33])=[C:4]([C:13]2[CH:18]=[CH:17][CH:16]=[CH:15][C:14]=2[C:19]([F:22])([F:21])[F:20])[C:3]1=[O:23]. Reactant: [CH3:1][C:2]1([CH3:24])[C:11]2[N:10]=[CH:9][CH:8]=[N:7][C:6]=2[C:5](=[O:12])[CH:4]([C:13]2[CH:18]=[CH:17][CH:16]=[CH:15][C:14]=2[C:19]([F:22])([F:21])[F:20])[C:3]1=[O:23].N1C=CC=CC=1.[C:31](Cl)(=[O:35])[CH:32]([CH3:34])[CH3:33]. (7) Reactant: [Cl:1][C:2]1[CH:7]=[CH:6][CH:5]=[C:4]([Cl:8])[C:3]=1[C:9]1[O:10][C:11]2[CH:17]=[C:16]([C:18]([OH:20])=O)[CH:15]=[CH:14][C:12]=2[N:13]=1.F[P-](F)(F)(F)(F)F.N1(O[P+](N(C)C)(N(C)C)N(C)C)C2C=CC=CC=2N=N1.C(N(C(C)C)CC)(C)C.[C:57]1([CH3:66])[CH:62]=[CH:61][CH:60]=[CH:59][C:58]=1[CH2:63][CH2:64][NH2:65]. Product: [C:57]1([CH3:66])[CH:62]=[CH:61][CH:60]=[CH:59][C:58]=1[CH2:63][CH2:64][NH:65][C:18]([C:16]1[CH:15]=[CH:14][C:12]2[N:13]=[C:9]([C:3]3[C:2]([Cl:1])=[CH:7][CH:6]=[CH:5][C:4]=3[Cl:8])[O:10][C:11]=2[CH:17]=1)=[O:20]. The catalyst class is: 3. (8) Reactant: [C:1](#[N:3])C.[CH3:4][C:5]([O-])([CH2:7][CH3:8])[CH3:6].[K+].C(OCC)(=O)C(C)C.Cl.[C:20]1([CH3:28])[CH:25]=[CH:24][C:23]([NH:26][NH2:27])=[CH:22][CH:21]=1.Cl. Product: [CH:5]([C:7]1[CH:8]=[C:1]([NH2:3])[N:26]([C:23]2[CH:24]=[CH:25][C:20]([CH3:28])=[CH:21][CH:22]=2)[N:27]=1)([CH3:6])[CH3:4]. The catalyst class is: 219.